From a dataset of Tyrosyl-DNA phosphodiesterase HTS with 341,365 compounds. Binary Classification. Given a drug SMILES string, predict its activity (active/inactive) in a high-throughput screening assay against a specified biological target. (1) The compound is Clc1cc(CSc2ncccc2C(O)=O)ccc1. The result is 0 (inactive). (2) The molecule is FC(F)(F)c1cc(NC(=O)Cn2c3ncccc3c(=O)n(Cc3ccc(cc3)C)c2=O)ccc1. The result is 0 (inactive). (3) The molecule is Clc1cc(NC(=O)CN(C(=O)Cn2c3c(n(c(=O)n(c3=O)C)C)nc2)C)c(OC)cc1. The result is 0 (inactive). (4) The drug is o1c(nc2c1cc(cc2)C)Cc1ccc(N)cc1. The result is 0 (inactive). (5) The drug is S(=O)(=O)(Nc1c(OC)cc(OC)cc1)c1c([nH]c(=O)[nH]c1=O)C. The result is 0 (inactive).